Task: Predict the product of the given reaction.. Dataset: Forward reaction prediction with 1.9M reactions from USPTO patents (1976-2016) Given the reactants [F:1][C:2]1[CH:11]=[C:10]([F:12])[CH:9]=[C:8]2[C:3]=1[C:4]([NH:20][C:21]1[CH:22]=[N:23][CH:24]=[C:25]([N:27]3[CH2:32][CH2:31][O:30][CH2:29][CH2:28]3)[CH:26]=1)=[C:5]([CH3:19])[C:6]([N:13]1[CH2:18][CH2:17][NH:16][CH2:15][CH2:14]1)=[N:7]2.[O:33]1[CH2:38][CH2:37][C:36](=O)[CH2:35][CH2:34]1, predict the reaction product. The product is: [F:1][C:2]1[CH:11]=[C:10]([F:12])[CH:9]=[C:8]2[C:3]=1[C:4]([NH:20][C:21]1[CH:22]=[N:23][CH:24]=[C:25]([N:27]3[CH2:32][CH2:31][O:30][CH2:29][CH2:28]3)[CH:26]=1)=[C:5]([CH3:19])[C:6]([N:13]1[CH2:14][CH2:15][N:16]([CH:36]3[CH2:37][CH2:38][O:33][CH2:34][CH2:35]3)[CH2:17][CH2:18]1)=[N:7]2.